From a dataset of Full USPTO retrosynthesis dataset with 1.9M reactions from patents (1976-2016). Predict the reactants needed to synthesize the given product. (1) Given the product [C:1]([O:4][C:5]1[CH:6]=[CH:7][C:8]([C:11]2[CH:12]([C:26]3[CH:31]=[CH:30][CH:29]=[CH:28][CH:27]=3)[O:13][C:14]3[C:19]([CH:20]=2)=[CH:18][CH:17]=[C:16]([O:22][C:23](=[O:25])[CH3:24])[CH:15]=3)=[CH:9][CH:10]=1)(=[O:3])[CH3:2], predict the reactants needed to synthesize it. The reactants are: [C:1]([O:4][C:5]1[CH:10]=[CH:9][C:8]([CH:11]2[CH:20](O)[C:19]3[C:14](=[CH:15][C:16]([O:22][C:23](=[O:25])[CH3:24])=[CH:17][CH:18]=3)[O:13][CH:12]2[C:26]2[CH:31]=[CH:30][CH:29]=[CH:28][CH:27]=2)=[CH:7][CH:6]=1)(=[O:3])[CH3:2].P(=O)(O)(O)O.C(=O)([O-])O.[Na+]. (2) Given the product [Cl:25][C:19]1[CH:20]=[C:21]([Cl:24])[CH:22]=[CH:23][C:18]=1[C:8]1[C:9]([C:16]#[N:17])=[C:10]([O:11][CH2:12][CH:13]([CH3:15])[CH3:14])[C:5]2[N:6]([C:2]([C:31]3[CH:30]=[CH:29][N:28]=[C:27]([F:26])[CH:32]=3)=[CH:3][N:4]=2)[CH:7]=1, predict the reactants needed to synthesize it. The reactants are: Br[C:2]1[N:6]2[CH:7]=[C:8]([C:18]3[CH:23]=[CH:22][C:21]([Cl:24])=[CH:20][C:19]=3[Cl:25])[C:9]([C:16]#[N:17])=[C:10]([O:11][CH2:12][CH:13]([CH3:15])[CH3:14])[C:5]2=[N:4][CH:3]=1.[F:26][C:27]1[CH:32]=[C:31](B(O)O)[CH:30]=[CH:29][N:28]=1.C([O-])([O-])=O.[Na+].[Na+]. (3) Given the product [O:1]1[C:2]2[CH:9]=[CH:8][CH:7]=[CH:6][C:3]=2[CH:4]=[C:17]1[C:18](=[O:20])[CH3:19], predict the reactants needed to synthesize it. The reactants are: [OH:1][C:2]1[CH:9]=[CH:8][CH:7]=[CH:6][C:3]=1[CH:4]=O.C([O-])([O-])=O.[K+].[K+].Cl[CH2:17][C:18](=[O:20])[CH3:19]. (4) Given the product [F:1][C:2]1[CH:3]=[C:4]([C@H:8]([NH2:18])[C:9]([CH3:10])([C:11]2[CH:16]=[CH:15][CH:14]=[CH:13][N:12]=2)[CH3:17])[CH:5]=[CH:6][CH:7]=1, predict the reactants needed to synthesize it. The reactants are: [F:1][C:2]1[CH:3]=[C:4]([CH:8]([NH2:18])[C:9]([CH3:17])([C:11]2[CH:16]=[CH:15][CH:14]=[CH:13][N:12]=2)[CH3:10])[CH:5]=[CH:6][CH:7]=1.C(O)(=O)/C=C/C(O)=O. (5) Given the product [CH2:25]([O:24][C:23]1[C:22]2[C:17](=[CH:18][C:19]([O:32][C:33]3[CH:38]=[CH:37][CH:36]=[CH:35][CH:34]=3)=[CH:20][CH:21]=2)[C:16]([CH3:39])=[N:15][C:14]=1[C:12]([NH:11][CH2:10][C:9]([OH:40])=[O:8])=[O:13])[C:26]1[CH:27]=[CH:28][CH:29]=[CH:30][CH:31]=1, predict the reactants needed to synthesize it. The reactants are: C([O:8][C:9](=[O:40])[CH2:10][NH:11][C:12]([C:14]1[N:15]=[C:16]([CH3:39])[C:17]2[C:22]([C:23]=1[O:24][CH2:25][C:26]1[CH:31]=[CH:30][CH:29]=[CH:28][CH:27]=1)=[CH:21][CH:20]=[C:19]([O:32][C:33]1[CH:38]=[CH:37][CH:36]=[CH:35][CH:34]=1)[CH:18]=2)=[O:13])C1C=CC=CC=1.[OH-].[K+]. (6) The reactants are: C(OC([NH:8][C:9]([N:18]1[CH2:27][CH2:26][C:25]2[C:20](=[CH:21][C:22]([O:28][CH2:29][CH:30]3[CH2:35][CH2:34][NH:33][CH2:32][CH2:31]3)=[CH:23][CH:24]=2)[CH2:19]1)=[N:10]C(OC(C)(C)C)=O)=O)(C)(C)C.[OH-].[Na+].[ClH:38].[N:39]1[CH:44]=[CH:43][C:42]([CH2:45][Cl:46])=[CH:41][CH:40]=1.O. Given the product [ClH:46].[ClH:38].[ClH:46].[N:39]1[CH:44]=[CH:43][C:42]([CH2:45][N:33]2[CH2:34][CH2:35][CH:30]([CH2:29][O:28][C:22]3[CH:21]=[C:20]4[C:25]([CH2:26][CH2:27][N:18]([C:9]([NH2:8])=[NH:10])[CH2:19]4)=[CH:24][CH:23]=3)[CH2:31][CH2:32]2)=[CH:41][CH:40]=1, predict the reactants needed to synthesize it. (7) Given the product [F:15][C:16]1[CH:17]=[C:18]2[C:22](=[CH:23][CH:24]=1)[NH:21][CH:20]=[C:19]2[CH2:25][CH2:26][CH2:27][NH:1][CH:2]1[CH2:11][C:10]2[C:9]([C:12]([NH2:14])=[O:13])=[CH:8][CH:7]=[CH:6][C:5]=2[O:4][CH2:3]1, predict the reactants needed to synthesize it. The reactants are: [NH2:1][CH:2]1[CH2:11][C:10]2[C:9]([C:12]([NH2:14])=[O:13])=[CH:8][CH:7]=[CH:6][C:5]=2[O:4][CH2:3]1.[F:15][C:16]1[CH:17]=[C:18]2[C:22](=[CH:23][CH:24]=1)[NH:21][CH:20]=[C:19]2[CH2:25][CH2:26][CH:27]=O.C([BH3-])#N.[Na+].N.